This data is from NCI-60 drug combinations with 297,098 pairs across 59 cell lines. The task is: Regression. Given two drug SMILES strings and cell line genomic features, predict the synergy score measuring deviation from expected non-interaction effect. (1) Drug 1: CN(C)N=NC1=C(NC=N1)C(=O)N. Drug 2: CC12CCC3C(C1CCC2OP(=O)(O)O)CCC4=C3C=CC(=C4)OC(=O)N(CCCl)CCCl.[Na+]. Cell line: SK-OV-3. Synergy scores: CSS=-0.216, Synergy_ZIP=-2.10, Synergy_Bliss=-3.52, Synergy_Loewe=-3.71, Synergy_HSA=-3.73. (2) Drug 1: CN(C)N=NC1=C(NC=N1)C(=O)N. Drug 2: CCC1(CC2CC(C3=C(CCN(C2)C1)C4=CC=CC=C4N3)(C5=C(C=C6C(=C5)C78CCN9C7C(C=CC9)(C(C(C8N6C=O)(C(=O)OC)O)OC(=O)C)CC)OC)C(=O)OC)O.OS(=O)(=O)O. Cell line: SF-268. Synergy scores: CSS=3.47, Synergy_ZIP=-2.67, Synergy_Bliss=0.751, Synergy_Loewe=-29.1, Synergy_HSA=-5.67. (3) Drug 1: CC1C(C(CC(O1)OC2CC(CC3=C2C(=C4C(=C3O)C(=O)C5=C(C4=O)C(=CC=C5)OC)O)(C(=O)CO)O)N)O.Cl. Drug 2: C1CC(=O)NC(=O)C1N2C(=O)C3=CC=CC=C3C2=O. Cell line: NCIH23. Synergy scores: CSS=7.49, Synergy_ZIP=-2.47, Synergy_Bliss=-1.14, Synergy_Loewe=-2.45, Synergy_HSA=0.0553. (4) Drug 1: CCC1=C2CN3C(=CC4=C(C3=O)COC(=O)C4(CC)O)C2=NC5=C1C=C(C=C5)O. Drug 2: CS(=O)(=O)OCCCCOS(=O)(=O)C. Cell line: RXF 393. Synergy scores: CSS=12.2, Synergy_ZIP=-2.64, Synergy_Bliss=1.18, Synergy_Loewe=-91.6, Synergy_HSA=0.498. (5) Drug 1: CCCS(=O)(=O)NC1=C(C(=C(C=C1)F)C(=O)C2=CNC3=C2C=C(C=N3)C4=CC=C(C=C4)Cl)F. Drug 2: CC12CCC3C(C1CCC2OP(=O)(O)O)CCC4=C3C=CC(=C4)OC(=O)N(CCCl)CCCl.[Na+]. Cell line: CCRF-CEM. Synergy scores: CSS=-7.66, Synergy_ZIP=-0.715, Synergy_Bliss=-10.8, Synergy_Loewe=-13.5, Synergy_HSA=-13.3. (6) Drug 1: CCC(=C(C1=CC=CC=C1)C2=CC=C(C=C2)OCCN(C)C)C3=CC=CC=C3.C(C(=O)O)C(CC(=O)O)(C(=O)O)O. Drug 2: C(CN)CNCCSP(=O)(O)O. Cell line: SK-MEL-5. Synergy scores: CSS=2.51, Synergy_ZIP=-8.66, Synergy_Bliss=-18.7, Synergy_Loewe=-49.6, Synergy_HSA=-21.0. (7) Drug 1: C1CCC(C1)C(CC#N)N2C=C(C=N2)C3=C4C=CNC4=NC=N3. Drug 2: N.N.Cl[Pt+2]Cl. Cell line: HL-60(TB). Synergy scores: CSS=39.7, Synergy_ZIP=29.7, Synergy_Bliss=32.9, Synergy_Loewe=19.6, Synergy_HSA=21.0.